Task: Binary Classification. Given a miRNA mature sequence and a target amino acid sequence, predict their likelihood of interaction.. Dataset: Experimentally validated miRNA-target interactions with 360,000+ pairs, plus equal number of negative samples (1) The miRNA is mmu-miR-682 with sequence CUGCAGUCACAGUGAAGUCUG. The protein sequence of the target gene is MRMCAPVRGLFLALVVVLRTAVAFAPVPRLTWEHGEVGLVQFHKPGIFNYSALLMSEDKDTLYVGAREAVFAVNALNISEKQHEVYWKVSEDKKSKCAEKGKSKQTECLNYIRVLQPLSSTSLYVCGTNAFQPTCDHLNLTSFKFLGKSEDGKGRCPFDPAHSYTSVMVGGELYSGTSYNFLGSEPIISRNSSHSPLRTEYAIPWLNEPSFVFADVIQKSPDGPEGEDDKVYFFFTEVSVEYEFVFKLMIPRVARVCKGDQGGLRTLQKKWTSFLKARLICSKPDSGLVFNILQDVFVLR.... Result: 0 (no interaction). (2) The miRNA is hsa-miR-561-5p with sequence AUCAAGGAUCUUAAACUUUGCC. The protein sequence of the target gene is MSVDNWLLHPLWGQTFLLLLSVAVAQAHWPSEPSEAVRDWKNQLEASMHSVLSDFQEAVPTVVGIPDGTAVVGRSFRVSIPTDLIASSGEIIKVSAAGKEALPSWLHWDPHSHILEGLPLDTDKGVHYISVSAARLGANGSHVPQTSSVFSIEVYPEDHNEPQSVRAASSDPGEVVPSACAADEPVTVLTVILDADLTKMTPKQRIDLLNRMQSFSEVELHNMKLVPVVNNRLFDMSAFMAGPGNAKKVVENGALLSWKLGCSLNQNSVPDIRGVETPAREGAMSAQLGYPVVGWHIANK.... Result: 0 (no interaction). (3) The miRNA is hsa-miR-3619-3p with sequence GGGACCAUCCUGCCUGCUGUGG. The protein sequence of the target gene is MGVPAFFRWLSRKYPSIIVNCVEEKPKECNGVKIPVDASKPNPNDVEFDNLYLDMNGIIHPCTHPEDKPAPKNEDEMMVAIFEYIDRLFNIVRPRRLLYMAIDGVAPRAKMNQQRSRRFRASKEGMEAAVEKQRVREEILAKGGFLPPEEIKERFDSNCITPGTEFMDNLAKCLRYYIADRLNNDPGWKNLTVILSDASAPGEGEHKIMDYIRRQRAQPNHDPNTHHCLCGADADLIMLGLATHEPNFTIIREEFKPNKPKPCALCNQFGHEVKDCEGLPREKKGKHDELADSLPCAEGE.... Result: 0 (no interaction). (4) The miRNA is hsa-miR-6500-3p with sequence ACACUUGUUGGGAUGACCUGC. The protein sequence of the target gene is MKRHEMVAKHLVMFYYFAQHLWPEQNIRDSFQKVTLRRYRKCGYENLQLRKGCKSVVECKQHKGDYSGLNQCLKTTLSKIFQCNKYVEVFHKISNSNRHKMRHTENKHFKCKECRKTFCMLSHLTQHKRIQTRVNFYKCEAYGRAFNWSSTLNKHKRIHTGEKPYKCKECGKAFNQTSHLIRHKRIHTEEKPYKCEECGKAFNQSSTLTTHNIIHTGEIPYKCEKCVRAFNQASKLTEHKLIHTGEKRYECEECGKAFNRSSKLTEHKYIHTGEKLYKCEECGKAFNQSSTLTTHKRIHS.... Result: 1 (interaction). (5) The miRNA is hsa-miR-4740-3p with sequence GCCCGAGAGGAUCCGUCCCUGC. The protein sequence of the target gene is MKAAVLTLAVLFLTGSQARHFWQQDEPPQSPWDRVKDLATVYVDVLKDSGRDYVSQFEGSALGKQLNLKLLDNWDSVTSTFSKLREQLGPVTQEFWDNLEKETEGLRQEMSKDLEEVKAKVQPYLDDFQKKWQEEMELYRQKVEPLRAELQEGARQKLHELQEKLSPLGEEMRDRARAHVDALRTHLAPYSDELRQRLAARLEALKENGGARLAEYHAKATEHLSTLSEKAKPALEDLRQGLLPVLESFKVSFLSALEEYTKKLNTQ. Result: 1 (interaction). (6) The miRNA is hsa-miR-9-3p with sequence AUAAAGCUAGAUAACCGAAAGU. The protein sequence of the target gene is MLHHHCRRNPELQEELQIQAAVAAGDVHTVRKMLEQGYSPNGRDANGWTLLHFSAARGKERCVRVFLEHGADPTVKDLIGGFTALHYAAMHGRARIARLMLESEYRSDIINAKSNDGWTPLHVAAHYGRDSFVRLLLEFKAEVDPLSDKGTTPLQLAIIRERSSCVKILLDHNANIDIQNGFLLRYAVIKSNHSYCRMFLQRGADTNLGRLEDGQTPLHLSALRDDVLCARMLYNYGADTNTRNYEGQTPLAVSISISGSSRPCLDFLQEVTRQPRNLQDLCRIKIRQCIGLQNLKLLDE.... Result: 1 (interaction). (7) The miRNA is mmu-miR-202-5p with sequence UUCCUAUGCAUAUACUUCUUU. The protein sequence of the target gene is MSTGPDVKATVGDISSDGNLNVAQEECSRKGFCSVRHGLALILQLCNFSIYTQQMNLSIAIPAMVNNTAPPSQPNASTERPSTDSQGYWNETLKEFKAMAPAYDWSPEIQGIILSSLNYGSFLAPIPSGYVAGIFGAKYVVGAGLFISSFLTLFIPLAANAGVALLIVLRIVQGIAQVMVLTGQYSIWVKWAPPLERSQLTTIAGSGSMLGSFIVLLAGGLLCQTIGWPYVFYIFGGIGCACCPLWFPLIYDDPVNHPFISAGEKRYIVCSLAQQDCSPGWSLPIRAMIKSLPLWAILVS.... Result: 0 (no interaction). (8) The miRNA is hsa-miR-6821-3p with sequence UGACCUCUCCGCUCCGCACAG. The protein sequence of the target gene is MPGGKKVVPSGSSSASPNAAATTTAAAAAAAAAPHSGTKRLETTEGASAQRDEEPEEEGEEDLRDGGVPFFINRGGLPVDEATWERMWKHVAKIHPDGEKVALRIRGATDLPKIPIPSVPTFQPTTPVPERLEAVQRYIRELQYNHTGTQFFEIKKSRPLTGLMDLAKEMTKEALPIKCLEAVILGIYLTNSMPTLERFPISFKTYFSGNYFRHIVLGVNFGGRYGALGMSRREDLMYKPPAFRTLSELVLDYEAAYGRCWHVLKKVKLGQCVSHDPHSVEQIEWKHSVLDVERLGREDF.... Result: 0 (no interaction).